This data is from Catalyst prediction with 721,799 reactions and 888 catalyst types from USPTO. The task is: Predict which catalyst facilitates the given reaction. Reactant: [NH:1]1[C:5]2=[CH:6][N:7]=[C:8]([NH:10][C:11]3[C:12]4[CH:19]=[C:18]([C:20]([OH:22])=O)[NH:17][C:13]=4[N:14]=[CH:15][N:16]=3)[CH:9]=[C:4]2[CH:3]=[N:2]1.[CH2:23]([N:25](C(C)C)[CH:26](C)C)C.CNC.C(P1(=O)OP(=O)(CCC)OP(=O)(CCC)O1)CC. Product: [CH3:23][N:25]([CH3:26])[C:20]([C:18]1[NH:17][C:13]2[N:14]=[CH:15][N:16]=[C:11]([NH:10][C:8]3[CH:9]=[C:4]4[CH:3]=[N:2][NH:1][C:5]4=[CH:6][N:7]=3)[C:12]=2[CH:19]=1)=[O:22]. The catalyst class is: 16.